From a dataset of NCI-60 drug combinations with 297,098 pairs across 59 cell lines. Regression. Given two drug SMILES strings and cell line genomic features, predict the synergy score measuring deviation from expected non-interaction effect. Synergy scores: CSS=5.80, Synergy_ZIP=-5.13, Synergy_Bliss=-3.18, Synergy_Loewe=-15.3, Synergy_HSA=-5.85. Cell line: BT-549. Drug 2: C1=NNC2=C1C(=O)NC=N2. Drug 1: C1CCC(CC1)NC(=O)N(CCCl)N=O.